From a dataset of Catalyst prediction with 721,799 reactions and 888 catalyst types from USPTO. Predict which catalyst facilitates the given reaction. (1) Reactant: [NH2:1][C:2]1[CH:7]=[CH:6][C:5]([C:8]2[CH:16]=[CH:15][C:14]([C:17]3[N:18]([C:33]([O:35][C:36]([CH3:39])([CH3:38])[CH3:37])=[O:34])[C:19]4[C:24]([CH:25]=3)=[CH:23][C:22]([CH2:26][N:27]3[CH2:32][CH2:31][CH2:30][CH2:29][CH2:28]3)=[CH:21][CH:20]=4)=[C:13]3[C:9]=2[CH2:10][NH:11][C:12]3=[O:40])=[CH:4][CH:3]=1.[O-:41][C:42]#[N:43].[Na+].C(=O)([O-])O.[Na+]. Product: [NH:1]([C:2]1[CH:3]=[CH:4][C:5]([C:8]2[CH:16]=[CH:15][C:14]([C:17]3[N:18]([C:33]([O:35][C:36]([CH3:37])([CH3:39])[CH3:38])=[O:34])[C:19]4[C:24]([CH:25]=3)=[CH:23][C:22]([CH2:26][N:27]3[CH2:32][CH2:31][CH2:30][CH2:29][CH2:28]3)=[CH:21][CH:20]=4)=[C:13]3[C:9]=2[CH2:10][NH:11][C:12]3=[O:40])=[CH:6][CH:7]=1)[C:42]([NH2:43])=[O:41]. The catalyst class is: 86. (2) Reactant: [CH:1]12[N:8]([C:9]([O:11][C:12]([CH3:15])([CH3:14])[CH3:13])=[O:10])[CH:5]([CH2:6][CH2:7]1)[CH2:4][NH:3][CH2:2]2.O.[O:17]1[CH2:19][CH:18]1[CH2:20][O:21][C:22]1[CH:29]=[CH:28][C:25]([C:26]#[N:27])=[CH:24][CH:23]=1. Product: [C:26]([C:25]1[CH:28]=[CH:29][C:22]([O:21][CH2:20][CH:18]([OH:17])[CH2:19][N:3]2[CH2:4][CH:5]3[N:8]([C:9]([O:11][C:12]([CH3:15])([CH3:14])[CH3:13])=[O:10])[CH:1]([CH2:7][CH2:6]3)[CH2:2]2)=[CH:23][CH:24]=1)#[N:27]. The catalyst class is: 41.